Dataset: TCR-epitope binding with 47,182 pairs between 192 epitopes and 23,139 TCRs. Task: Binary Classification. Given a T-cell receptor sequence (or CDR3 region) and an epitope sequence, predict whether binding occurs between them. The epitope is SFHSLHLLF. The TCR CDR3 sequence is CASSIGGRTRGWTDTQYF. Result: 1 (the TCR binds to the epitope).